Dataset: Reaction yield outcomes from USPTO patents with 853,638 reactions. Task: Predict the reaction yield, written as a fraction of the theoretical maximum amount of product (1.0 means a 100% yield; for example, 0.34 means a 34% yield). (1) The reactants are S(=O)(=O)(O)O.[C:6]([C:8]1[CH:9]=[C:10]([CH:23]=[CH:24][CH:25]=1)[C:11]([NH:13][C:14]1[C:19]([Cl:20])=[CH:18][N+:17]([O-:21])=[CH:16][C:15]=1[Cl:22])=[O:12])#[N:7].[CH3:26][O:27][C:28]1[C:36]2[O:35][C:34]([CH3:38])([CH3:37])[CH2:33][C:32]=2[CH:31]=[C:30]([CH:39](O)[CH:40]([CH3:42])[CH3:41])[CH:29]=1.C(O)(=O)C. The catalyst is O.C1(C)C=CC=CC=1. The product is [Cl:22][C:15]1[CH:16]=[N+:17]([O-:21])[CH:18]=[C:19]([Cl:20])[C:14]=1[NH:13][C:11](=[O:12])[C:10]1[CH:23]=[CH:24][CH:25]=[C:8]([C:6]2[C:31]3[C:30](=[CH:29][C:28]([O:27][CH3:26])=[C:36]4[O:35][C:34]([CH3:38])([CH3:37])[CH2:33][C:32]4=3)[CH2:39][C:40]([CH3:42])([CH3:41])[N:7]=2)[CH:9]=1. The yield is 0.130. (2) The reactants are [F:1][CH:2]([F:33])[C:3]1[N:7]([C:8]2[N:13]=[C:12]([N:14]3[CH2:19][CH2:18][O:17][CH2:16][CH2:15]3)[N:11]=[C:10]([N:20]3[CH2:25][CH2:24][CH:23]([NH2:26])[CH2:22][CH2:21]3)[N:9]=2)[C:6]2[CH:27]=[CH:28][CH:29]=[C:30]([O:31][CH3:32])[C:5]=2[N:4]=1.CCN(CC)CC.[F:41][C:42]([F:55])([F:54])[S:43](O[S:43]([C:42]([F:55])([F:54])[F:41])(=[O:45])=[O:44])(=[O:45])=[O:44].O. The catalyst is C(Cl)Cl. The product is [F:33][CH:2]([F:1])[C:3]1[N:7]([C:8]2[N:13]=[C:12]([N:14]3[CH2:19][CH2:18][O:17][CH2:16][CH2:15]3)[N:11]=[C:10]([N:20]3[CH2:25][CH2:24][CH:23]([NH:26][S:43]([C:42]([F:55])([F:54])[F:41])(=[O:45])=[O:44])[CH2:22][CH2:21]3)[N:9]=2)[C:6]2[CH:27]=[CH:28][CH:29]=[C:30]([O:31][CH3:32])[C:5]=2[N:4]=1. The yield is 0.890. (3) The reactants are Br[C:2]1[CH:3]=[C:4]2[C:10](I)=[N:9][N:8]([CH:12]3[CH2:17][CH2:16][CH2:15][CH2:14][O:13]3)[C:5]2=[CH:6][N:7]=1.CC1(C)C(C)(C)OB([C:26]2[CH:27]=[N:28][N:29]([CH:31]3[CH2:36][CH2:35][N:34]([C:37]([O:39][C:40]([CH3:43])([CH3:42])[CH3:41])=[O:38])[CH2:33][CH2:32]3)[CH:30]=2)O1.[N:45]1[CH:50]=[CH:49][CH:48]=[C:47](B2OC(C)(C)C(C)(C)O2)[CH:46]=1. No catalyst specified. The product is [N:45]1[CH:50]=[CH:49][CH:48]=[C:47]([C:2]2[CH:3]=[C:4]3[C:10]([C:26]4[CH:27]=[N:28][N:29]([CH:31]5[CH2:32][CH2:33][N:34]([C:37]([O:39][C:40]([CH3:41])([CH3:42])[CH3:43])=[O:38])[CH2:35][CH2:36]5)[CH:30]=4)=[N:9][N:8]([CH:12]4[CH2:17][CH2:16][CH2:15][CH2:14][O:13]4)[C:5]3=[CH:6][N:7]=2)[CH:46]=1. The yield is 0.750. (4) The reactants are [NH2:1][C:2]1[C:7]([C:8]([O:10]C)=[O:9])=[CH:6][N:5]=[CH:4][C:3]=1[CH:12]1[CH2:17][CH2:16][O:15][CH2:14][CH2:13]1.O.[OH-].[Li+].O. The catalyst is C1COCC1. The product is [NH2:1][C:2]1[C:7]([C:8]([OH:10])=[O:9])=[CH:6][N:5]=[CH:4][C:3]=1[CH:12]1[CH2:13][CH2:14][O:15][CH2:16][CH2:17]1. The yield is 0.970. (5) The reactants are [Cl:1][C:2]1[CH:7]=[CH:6][C:5]([CH2:8][OH:9])=[CH:4][C:3]=1[CH2:10][C:11]1[CH:16]=[CH:15][C:14]([O:17][CH2:18][CH3:19])=[CH:13][CH:12]=1.BrC1C=CC(Cl)=C(CC2C=CC(OCC)=CC=2)C=1.[Li]CCCC.[C:43]([Si:47]([CH3:62])([CH3:61])[O:48][C@H:49]1[C@H:56]2[C@H:52]([O:53][C:54]([CH3:58])([CH3:57])[O:55]2)[O:51][C@H:50]1C=O)([CH3:46])([CH3:45])[CH3:44]. The catalyst is C1COCC1. The product is [C:43]([Si:47]([CH3:62])([CH3:61])[O:48][C@H:49]1[C@H:56]2[C@H:52]([O:53][C:54]([CH3:58])([CH3:57])[O:55]2)[O:51][C@H:50]1[C@H:8]([C:5]1[CH:6]=[CH:7][C:2]([Cl:1])=[C:3]([CH2:10][C:11]2[CH:12]=[CH:13][C:14]([O:17][CH2:18][CH3:19])=[CH:15][CH:16]=2)[CH:4]=1)[OH:9])([CH3:46])([CH3:45])[CH3:44]. The yield is 0.300. (6) The reactants are [F:1][C:2]([F:30])([F:29])[C:3]([C:20]1[C:28]2[C:23](=[CH:24][CH:25]=[CH:26][CH:27]=2)[NH:22][CH:21]=1)([C:5]1[CH:6]=[C:7]2[C:11](=[CH:12][CH:13]=1)[N:10]([C:14]1[CH:15]=[N:16][CH:17]=[CH:18][CH:19]=1)[N:9]=[CH:8]2)[OH:4].[OH-].[K+].I[CH2:34][C:35]([NH2:37])=[O:36]. The catalyst is CN(C=O)C. The product is [F:30][C:2]([F:1])([F:29])[C:3]([C:20]1[C:28]2[C:23](=[CH:24][CH:25]=[CH:26][CH:27]=2)[N:22]([CH2:34][C:35]([NH2:37])=[O:36])[CH:21]=1)([OH:4])[C:5]1[CH:6]=[C:7]2[C:11](=[CH:12][CH:13]=1)[N:10]([C:14]1[CH:15]=[N:16][CH:17]=[CH:18][CH:19]=1)[N:9]=[CH:8]2. The yield is 0.390.